Dataset: Reaction yield outcomes from USPTO patents with 853,638 reactions. Task: Predict the reaction yield, written as a fraction of the theoretical maximum amount of product (1.0 means a 100% yield; for example, 0.34 means a 34% yield). (1) The reactants are [F:1][C:2]([F:32])([F:31])[C:3]1[N:8]2[N:9]=[CH:10][C:11]([C:12]#[C:13][C:14]3[CH:15]=[CH:16][C:17]([NH2:20])=[N:18][CH:19]=3)=[C:7]2[N:6]=[C:5]([C:21]2[CH:26]=[CH:25][C:24]([C:27]([F:30])([F:29])[F:28])=[CH:23][CH:22]=2)[CH:4]=1.[CH3:33][S:34](O[S:34]([CH3:33])(=[O:36])=[O:35])(=[O:36])=[O:35].O1CCOCC1.Cl. The catalyst is N1C=CC=CC=1. The product is [F:32][C:2]([F:1])([F:31])[C:3]1[N:8]2[N:9]=[CH:10][C:11]([C:12]#[C:13][C:14]3[CH:15]=[CH:16][C:17]([NH:20][S:34]([CH3:33])(=[O:36])=[O:35])=[N:18][CH:19]=3)=[C:7]2[N:6]=[C:5]([C:21]2[CH:26]=[CH:25][C:24]([C:27]([F:28])([F:29])[F:30])=[CH:23][CH:22]=2)[CH:4]=1. The yield is 0.520. (2) The reactants are [OH:1][CH2:2][CH:3]1[CH2:15][N:13]2[C:14]3[C:9]([C:10](=[O:17])[NH:11][C:12]2=[O:16])=[CH:8][CH:7]=[CH:6][C:5]=3[CH2:4]1.C(=O)([O-])[O-].[K+].[K+].CN(C)C=O.[CH3:29][O:30][C:31]1[CH:38]=[CH:37][C:34]([CH2:35]Cl)=[CH:33][CH:32]=1. The product is [OH:1][CH2:2][CH:3]1[CH2:15][N:13]2[C:14]3[C:9]([C:10](=[O:17])[N:11]([CH2:35][C:34]4[CH:37]=[CH:38][C:31]([O:30][CH3:29])=[CH:32][CH:33]=4)[C:12]2=[O:16])=[CH:8][CH:7]=[CH:6][C:5]=3[CH2:4]1. The catalyst is C(OCC)(=O)C.O. The yield is 0.900. (3) The reactants are [CH3:1][C:2]1[C:32]([CH3:33])=[CH:31][CH:30]=[CH:29][C:3]=1[O:4][CH2:5][CH2:6][CH2:7][C:8]([N:10]1[C:19]2[C:14](=[C:15](B3OC(C)(C)C(C)(C)O3)[CH:16]=[CH:17][CH:18]=2)[CH2:13][CH2:12][CH2:11]1)=[O:9].Br[C:35]1[CH:40]=[CH:39][N:38]=[C:37]([C:41]([O:43][CH3:44])=[O:42])[CH:36]=1.C(=O)([O-])[O-].[K+].[K+].O. The catalyst is O1CCOCC1.C1C=CC([P]([Pd]([P](C2C=CC=CC=2)(C2C=CC=CC=2)C2C=CC=CC=2)([P](C2C=CC=CC=2)(C2C=CC=CC=2)C2C=CC=CC=2)[P](C2C=CC=CC=2)(C2C=CC=CC=2)C2C=CC=CC=2)(C2C=CC=CC=2)C2C=CC=CC=2)=CC=1. The product is [CH3:1][C:2]1[C:32]([CH3:33])=[CH:31][CH:30]=[CH:29][C:3]=1[O:4][CH2:5][CH2:6][CH2:7][C:8]([N:10]1[C:19]2[C:14](=[C:15]([C:35]3[CH:40]=[CH:39][N:38]=[C:37]([C:41]([O:43][CH3:44])=[O:42])[CH:36]=3)[CH:16]=[CH:17][CH:18]=2)[CH2:13][CH2:12][CH2:11]1)=[O:9]. The yield is 0.870. (4) The reactants are F[C:2]1[CH:7]=[CH:6][C:5]([N+:8]([O-:10])=[O:9])=[CH:4][CH:3]=1.[OH:11][C@H:12]1[CH2:16][CH2:15][N:14]([C:17]([O:19][C:20]([CH3:23])([CH3:22])[CH3:21])=[O:18])[CH2:13]1.[H-].[Na+]. The catalyst is C1COCC1. The product is [C:20]([O:19][C:17]([N:14]1[CH2:15][CH2:16][C@H:12]([O:11][C:2]2[CH:7]=[CH:6][C:5]([N+:8]([O-:10])=[O:9])=[CH:4][CH:3]=2)[CH2:13]1)=[O:18])([CH3:23])([CH3:21])[CH3:22]. The yield is 0.703. (5) The reactants are Cl[C:2]1[N:7]=[C:6]([NH:8][C:9]2[N:14]=[CH:13][C:12]3[N:15]=[CH:16][N:17]([CH:18]([CH3:20])[CH3:19])[C:11]=3[CH:10]=2)[CH:5]=[CH:4][N:3]=1.Cl.[F:22][C:23]([F:32])([F:31])[O:24][CH:25]1[CH2:30][CH2:29][NH:28][CH2:27][CH2:26]1.C(N(CC)CC)C.CC(O)C. The catalyst is ClCCl. The product is [CH:18]([N:17]1[C:11]2[CH:10]=[C:9]([NH:8][C:6]3[CH:5]=[CH:4][N:3]=[C:2]([N:28]4[CH2:27][CH2:26][CH:25]([O:24][C:23]([F:22])([F:31])[F:32])[CH2:30][CH2:29]4)[N:7]=3)[N:14]=[CH:13][C:12]=2[N:15]=[CH:16]1)([CH3:20])[CH3:19]. The yield is 0.580. (6) The reactants are [OH-].[Na+].C1(C[O:10][C:11]([C:13]2([NH:19][C:20]([C:22]3[S:23][C:24]4[CH:30]=[CH:29][CH:28]=[CH:27][C:25]=4[CH:26]=3)=[O:21])[CH2:18][CH2:17][CH2:16][CH2:15][CH2:14]2)=[O:12])C=CC=CC=1.CCOCC. The catalyst is O1CCCC1. The product is [S:23]1[C:24]2[CH:30]=[CH:29][CH:28]=[CH:27][C:25]=2[CH:26]=[C:22]1[C:20]([NH:19][C:13]1([C:11]([OH:12])=[O:10])[CH2:18][CH2:17][CH2:16][CH2:15][CH2:14]1)=[O:21]. The yield is 0.800. (7) The reactants are C(Cl)CCl.[N:5]1[C:14]2[NH:13][CH2:12][CH2:11][CH2:10][C:9]=2[CH:8]=[C:7](/[CH:15]=[CH:16]/[C:17]([OH:19])=O)[CH:6]=1.[CH3:20][N:21]1[C:29]2[C:24](=[CH:25][CH:26]=[CH:27][CH:28]=2)[CH:23]=[C:22]1[CH2:30][NH:31][CH3:32].C1C=CC2N(O)N=NC=2C=1.O.CCN(CC)CC. The catalyst is CN(C=O)C. The product is [CH3:32][N:31]([CH2:30][C:22]1[N:21]([CH3:20])[C:29]2[C:24]([CH:23]=1)=[CH:25][CH:26]=[CH:27][CH:28]=2)[C:17](=[O:19])/[CH:16]=[CH:15]/[C:7]1[CH:6]=[N:5][C:14]2[NH:13][CH2:12][CH2:11][CH2:10][C:9]=2[CH:8]=1. The yield is 0.700.